This data is from Full USPTO retrosynthesis dataset with 1.9M reactions from patents (1976-2016). The task is: Predict the reactants needed to synthesize the given product. (1) Given the product [Cl:1][C:2]1[CH:10]=[CH:9][CH:8]=[C:7]2[C:3]=1[C:4]([C:16]([NH:19][CH2:20][C@:21]1([OH:28])[CH2:26][CH2:25][CH2:24][C@H:23]([CH3:27])[CH2:22]1)=[O:18])=[CH:5][N:6]2[CH2:11][C:12]([F:13])([F:14])[F:15], predict the reactants needed to synthesize it. The reactants are: [Cl:1][C:2]1[CH:10]=[CH:9][CH:8]=[C:7]2[C:3]=1[C:4]([C:16]([OH:18])=O)=[CH:5][N:6]2[CH2:11][C:12]([F:15])([F:14])[F:13].[NH2:19][CH2:20][C@:21]1([OH:28])[CH2:26][CH2:25][CH2:24][C@H:23]([CH3:27])[CH2:22]1.CCN=C=NCCCN(C)C.C1C=CC2N(O)N=NC=2C=1.CCN(C(C)C)C(C)C. (2) Given the product [CH3:10][CH:11]([S:38][C@@H:31]1[O:47][C@H:2]([CH2:3][OH:4])[C@H:5]([OH:6])[C@H:33]([OH:36])[C@H:32]1[OH:37])[CH3:12], predict the reactants needed to synthesize it. The reactants are: C(O)[C:2](N)([CH2:5][OH:6])[CH2:3][OH:4].Cl.[CH3:10][C:11](CC(C1C=CC(OCCOCCO)=CC=1)(C)C)(C)[CH3:12].[CH2:31]([SH:38])[C@@H:32]([OH:37])[C@H:33]([OH:36])CS.C1C=CC(CS(F)(=O)=[O:47])=CC=1. (3) Given the product [CH3:40][O:41][C:42]1[C:43]([CH3:70])=[C:44]([C:61]([O:68][CH3:69])=[C:62]([O:66][CH3:67])[C:63]=1[O:64][CH3:65])[CH2:45][C:46]1[CH:47]=[CH:48][C:49]([O:8][CH2:7][C:3]2[CH:2]=[N:1][CH:6]=[CH:5][CH:4]=2)=[C:50]([CH:59]=1)[C:51]([N:53]1[CH2:58][CH2:57][CH2:56][CH2:55][CH2:54]1)=[O:52], predict the reactants needed to synthesize it. The reactants are: [N:1]1[CH:6]=[CH:5][CH:4]=[C:3]([CH2:7][OH:8])[CH:2]=1.C1(P(C2C=CC=CC=2)C2C=CC=CC=2)C=CC=CC=1.CCOC(/N=N/C(OCC)=O)=O.[CH3:40][O:41][C:42]1[C:43]([CH3:70])=[C:44]([C:61]([O:68][CH3:69])=[C:62]([O:66][CH3:67])[C:63]=1[O:64][CH3:65])[CH2:45][C:46]1[CH:47]=[CH:48][C:49](O)=[C:50]([CH:59]=1)[C:51]([N:53]1[CH2:58][CH2:57][CH2:56][CH2:55][CH2:54]1)=[O:52].[OH-].[Na+]. (4) Given the product [Br:1][C:2]1[CH:3]=[C:4]2[C:5]([CH2:8][C:9](=[O:10])[NH:19]2)=[CH:6][CH:7]=1, predict the reactants needed to synthesize it. The reactants are: [Br:1][C:2]1[CH:7]=[CH:6][C:5]([CH:8](C(OCC)=O)[C:9](OCC)=[O:10])=[C:4]([N+:19]([O-])=O)[CH:3]=1. (5) Given the product [CH:9]1([NH:8][C:3]2[C:2]([N:1]=[C:21]([NH:20][C:18](=[O:19])[O:17][CH2:15][CH3:16])[N:26]([CH2:27][CH3:28])[CH2:23][CH3:24])=[CH:7][CH:6]=[CH:5][N:4]=2)[CH2:14][CH2:13][CH2:12][CH2:11][CH2:10]1, predict the reactants needed to synthesize it. The reactants are: [NH2:1][C:2]1[C:3]([NH:8][CH:9]2[CH2:14][CH2:13][CH2:12][CH2:11][CH2:10]2)=[N:4][CH:5]=[CH:6][CH:7]=1.[CH2:15]([O:17][C:18]([N:20]=[C:21]=S)=[O:19])[CH3:16].[CH2:23]([NH:26][CH2:27][CH2:28]C)[CH2:24]C. (6) Given the product [OH:1][C:2]1[CH:11]=[C:10]([CH3:19])[C:9]([CH2:8][CH2:12][C:13]([O:15][CH2:16][CH3:17])=[O:14])=[C:4]([CH3:5])[CH:3]=1, predict the reactants needed to synthesize it. The reactants are: [OH:1][C:2]1[CH:3]=[C:4]2[C:9](=[CH:10][CH:11]=1)[CH:8]([CH2:12][C:13]([O:15][CH2:16][CH3:17])=[O:14])CC[CH2:5]2.O[C:19]1C=CC(CCC(OCC)=O)=C(C)C=1C. (7) Given the product [CH2:84]([O:83][C:41]1[CH:40]=[C:39]([CH:38]([C:27]([O:29][CH3:30])=[O:28])[C:37]([O:36][CH3:35])=[O:102])[CH:44]=[C:43]([O:45][CH2:46][CH2:47][CH2:48][CH2:49][CH2:50][CH2:51][CH2:52][CH2:53][CH2:54][CH2:55][CH2:56][CH2:57][CH2:58][CH2:59][CH2:60][CH2:61][CH2:62][CH3:63])[C:42]=1[O:64][CH2:65][CH2:66][CH2:67][CH2:68][CH2:69][CH2:70][CH2:71][CH2:72][CH2:73][CH2:74][CH2:75][CH2:76][CH2:77][CH2:78][CH2:79][CH2:80][CH2:81][CH3:82])[CH2:85][CH2:86][CH2:87][CH2:88][CH2:89][CH2:90][CH2:91][CH2:92][CH2:93][CH2:94][CH2:95][CH2:96][CH2:97][CH2:98][CH2:99][CH2:100][CH3:101], predict the reactants needed to synthesize it. The reactants are: C(OC1C=CC(C([C:27]([O:29][CH3:30])=[O:28])[C:27]([O:29][CH3:30])=[O:28])=CC=1)CCCCCCCCCCCCCCCCC.[CH3:35][O:36][C:37](=[O:102])[CH2:38][C:39]1[CH:44]=[C:43]([O:45][CH2:46][CH2:47][CH2:48][CH2:49][CH2:50][CH2:51][CH2:52][CH2:53][CH2:54][CH2:55][CH2:56][CH2:57][CH2:58][CH2:59][CH2:60][CH2:61][CH2:62][CH3:63])[C:42]([O:64][CH2:65][CH2:66][CH2:67][CH2:68][CH2:69][CH2:70][CH2:71][CH2:72][CH2:73][CH2:74][CH2:75][CH2:76][CH2:77][CH2:78][CH2:79][CH2:80][CH2:81][CH3:82])=[C:41]([O:83][CH2:84][CH2:85][CH2:86][CH2:87][CH2:88][CH2:89][CH2:90][CH2:91][CH2:92][CH2:93][CH2:94][CH2:95][CH2:96][CH2:97][CH2:98][CH2:99][CH2:100][CH3:101])[CH:40]=1.[H-].[Na+].C(=O)(OC)OC.